Dataset: NCI-60 drug combinations with 297,098 pairs across 59 cell lines. Task: Regression. Given two drug SMILES strings and cell line genomic features, predict the synergy score measuring deviation from expected non-interaction effect. (1) Synergy scores: CSS=2.65, Synergy_ZIP=0.583, Synergy_Bliss=3.25, Synergy_Loewe=1.46, Synergy_HSA=1.62. Cell line: KM12. Drug 1: CC1=CC=C(C=C1)C2=CC(=NN2C3=CC=C(C=C3)S(=O)(=O)N)C(F)(F)F. Drug 2: COCCOC1=C(C=C2C(=C1)C(=NC=N2)NC3=CC=CC(=C3)C#C)OCCOC.Cl. (2) Drug 1: COC1=C2C(=CC3=C1OC=C3)C=CC(=O)O2. Drug 2: C1CCC(C(C1)N)N.C(=O)(C(=O)[O-])[O-].[Pt+4]. Cell line: NCI-H226. Synergy scores: CSS=1.24, Synergy_ZIP=-6.16, Synergy_Bliss=-11.7, Synergy_Loewe=-16.9, Synergy_HSA=-13.0. (3) Drug 1: CCC1(CC2CC(C3=C(CCN(C2)C1)C4=CC=CC=C4N3)(C5=C(C=C6C(=C5)C78CCN9C7C(C=CC9)(C(C(C8N6C=O)(C(=O)OC)O)OC(=O)C)CC)OC)C(=O)OC)O.OS(=O)(=O)O. Drug 2: CCC(=C(C1=CC=CC=C1)C2=CC=C(C=C2)OCCN(C)C)C3=CC=CC=C3.C(C(=O)O)C(CC(=O)O)(C(=O)O)O. Cell line: EKVX. Synergy scores: CSS=12.6, Synergy_ZIP=-2.74, Synergy_Bliss=3.22, Synergy_Loewe=-7.45, Synergy_HSA=0.561. (4) Drug 1: CNC(=O)C1=CC=CC=C1SC2=CC3=C(C=C2)C(=NN3)C=CC4=CC=CC=N4. Drug 2: C1CCC(C1)C(CC#N)N2C=C(C=N2)C3=C4C=CNC4=NC=N3. Cell line: CAKI-1. Synergy scores: CSS=8.20, Synergy_ZIP=0.315, Synergy_Bliss=0.0309, Synergy_Loewe=0.690, Synergy_HSA=1.34. (5) Drug 1: C1CCC(C(C1)[NH-])[NH-].C(=O)(C(=O)[O-])[O-].[Pt+4]. Drug 2: CN1C=C(C=N1)C2=C3N=C(C(=C(N3N=C2)N)Br)C4CCCNC4. Cell line: OVCAR3. Synergy scores: CSS=42.8, Synergy_ZIP=6.54, Synergy_Bliss=6.38, Synergy_Loewe=-5.75, Synergy_HSA=10.0. (6) Drug 1: COC1=CC(=CC(=C1O)OC)C2C3C(COC3=O)C(C4=CC5=C(C=C24)OCO5)OC6C(C(C7C(O6)COC(O7)C8=CC=CS8)O)O. Drug 2: CC1=C(C(CCC1)(C)C)C=CC(=CC=CC(=CC(=O)O)C)C. Cell line: SK-MEL-5. Synergy scores: CSS=23.4, Synergy_ZIP=-6.58, Synergy_Bliss=0.534, Synergy_Loewe=-17.9, Synergy_HSA=1.30. (7) Drug 1: C1=NC2=C(N=C(N=C2N1C3C(C(C(O3)CO)O)F)Cl)N. Drug 2: C1CN(P(=O)(OC1)NCCCl)CCCl. Cell line: RPMI-8226. Synergy scores: CSS=-5.53, Synergy_ZIP=3.54, Synergy_Bliss=4.32, Synergy_Loewe=-2.75, Synergy_HSA=-2.54. (8) Drug 1: CC1=C2C(C(=O)C3(C(CC4C(C3C(C(C2(C)C)(CC1OC(=O)C(C(C5=CC=CC=C5)NC(=O)C6=CC=CC=C6)O)O)OC(=O)C7=CC=CC=C7)(CO4)OC(=O)C)O)C)OC(=O)C. Drug 2: C1=NNC2=C1C(=O)NC=N2. Cell line: SK-MEL-5. Synergy scores: CSS=58.6, Synergy_ZIP=-3.59, Synergy_Bliss=-4.74, Synergy_Loewe=-53.5, Synergy_HSA=-4.89. (9) Synergy scores: CSS=-1.17, Synergy_ZIP=5.55, Synergy_Bliss=8.45, Synergy_Loewe=0.614, Synergy_HSA=0.271. Drug 2: C1=CC=C(C(=C1)C(C2=CC=C(C=C2)Cl)C(Cl)Cl)Cl. Cell line: HCT116. Drug 1: CC1CCC2CC(C(=CC=CC=CC(CC(C(=O)C(C(C(=CC(C(=O)CC(OC(=O)C3CCCCN3C(=O)C(=O)C1(O2)O)C(C)CC4CCC(C(C4)OC)O)C)C)O)OC)C)C)C)OC. (10) Drug 1: CC1CCC2CC(C(=CC=CC=CC(CC(C(=O)C(C(C(=CC(C(=O)CC(OC(=O)C3CCCCN3C(=O)C(=O)C1(O2)O)C(C)CC4CCC(C(C4)OC)O)C)C)O)OC)C)C)C)OC. Drug 2: C#CCC(CC1=CN=C2C(=N1)C(=NC(=N2)N)N)C3=CC=C(C=C3)C(=O)NC(CCC(=O)O)C(=O)O. Cell line: HCT116. Synergy scores: CSS=71.5, Synergy_ZIP=26.0, Synergy_Bliss=1.50, Synergy_Loewe=56.9, Synergy_HSA=0.676.